This data is from hERG Central: cardiac toxicity at 1µM, 10µM, and general inhibition. The task is: Predict hERG channel inhibition at various concentrations. The molecule is CN(CC(=O)Nc1ccc(Cl)cc1)C(=O)c1ccc(-n2cncn2)c([N+](=O)[O-])c1. Results: hERG_inhib (hERG inhibition (general)): blocker.